From a dataset of Reaction yield outcomes from USPTO patents with 853,638 reactions. Predict the reaction yield, written as a fraction of the theoretical maximum amount of product (1.0 means a 100% yield; for example, 0.34 means a 34% yield). The reactants are [NH2:1][C:2]1[C:7]([F:8])=[C:6](Br)[N:5]=[C:4]([C:10]([O:12][CH3:13])=[O:11])[C:3]=1[Cl:14].[Cl:15][C:16]1[CH:21]=[CH:20][C:19](B2OCCCO2)=[C:18]([F:28])[C:17]=1[O:29][CH3:30].[F-].[K+]. The catalyst is C(#N)C.O. The product is [NH2:1][C:2]1[C:7]([F:8])=[C:6]([C:19]2[CH:20]=[CH:21][C:16]([Cl:15])=[C:17]([O:29][CH3:30])[C:18]=2[F:28])[N:5]=[C:4]([C:10]([O:12][CH3:13])=[O:11])[C:3]=1[Cl:14]. The yield is 0.720.